From a dataset of Peptide-MHC class II binding affinity with 134,281 pairs from IEDB. Regression. Given a peptide amino acid sequence and an MHC pseudo amino acid sequence, predict their binding affinity value. This is MHC class II binding data. (1) The peptide sequence is SQDLELSWNLNGLVAY. The MHC is DRB1_0401 with pseudo-sequence DRB1_0401. The binding affinity (normalized) is 0.650. (2) The peptide sequence is AFKVAATACNAAPAN. The MHC is DRB1_0401 with pseudo-sequence DRB1_0401. The binding affinity (normalized) is 0.828.